From a dataset of Forward reaction prediction with 1.9M reactions from USPTO patents (1976-2016). Predict the product of the given reaction. (1) Given the reactants [F:1][C:2]1[CH:14]=[CH:13][C:5]([C:6](=[O:12])[NH:7][CH2:8][C:9]([OH:11])=O)=[CH:4][CH:3]=1.Cl.[S:16]1[C:20]([CH:21]([NH2:28])[C:22]2[CH:27]=[CH:26][CH:25]=[CH:24][CH:23]=2)=[CH:19][CH:18]=[N:17]1, predict the reaction product. The product is: [F:1][C:2]1[CH:3]=[CH:4][C:5]([C:6]([NH:7][CH2:8][C:9](=[O:11])[NH:28][CH:21]([C:20]2[S:16][N:17]=[CH:18][CH:19]=2)[C:22]2[CH:27]=[CH:26][CH:25]=[CH:24][CH:23]=2)=[O:12])=[CH:13][CH:14]=1. (2) Given the reactants [CH3:1][O:2][CH2:3][CH2:4][N:5]1[CH2:9][C@@H:8]([C:10]2[CH:15]=[CH:14][CH:13]=[CH:12][CH:11]=2)[C@H:7]([NH:16]C(=O)OC(C)(C)C)[CH2:6]1.[ClH:24].O1CCOCC1, predict the reaction product. The product is: [ClH:24].[ClH:24].[CH3:1][O:2][CH2:3][CH2:4][N:5]1[CH2:9][C@@H:8]([C:10]2[CH:15]=[CH:14][CH:13]=[CH:12][CH:11]=2)[C@H:7]([NH2:16])[CH2:6]1. (3) Given the reactants Cl.[NH2:2][CH:3]1[CH2:8][CH2:7][N:6]([C:9]2[CH:10]=[C:11]([CH:15]=[C:16]([C:18]#[N:19])[N:17]=2)[C:12]([NH2:14])=[O:13])[CH2:5][CH2:4]1.[Cl:20][C:21]1[C:25]([Cl:26])=[C:24]([CH3:27])[NH:23][C:22]=1[C:28](NC1CCN(C2C=C(SCC(NC)=O)C=C(Cl)N=2)CC1)=[O:29], predict the reaction product. The product is: [C:18]([C:16]1[CH:15]=[C:11]([CH:10]=[C:9]([N:6]2[CH2:5][CH2:4][CH:3]([NH:2][C:28]([C:22]3[NH:23][C:24]([CH3:27])=[C:25]([Cl:26])[C:21]=3[Cl:20])=[O:29])[CH2:8][CH2:7]2)[N:17]=1)[C:12]([NH2:14])=[O:13])#[N:19]. (4) Given the reactants Cl.[NH2:2][CH2:3][C:4]1[CH:12]=[CH:11][CH:10]=[C:9]2[C:5]=1[CH2:6][N:7]([CH:14]1[CH2:19][CH2:18][C:17](=[O:20])[NH:16][C:15]1=[O:21])[C:8]2=[O:13].[C:22](Cl)(=[O:31])[C:23]1[C:24]([O:29][CH3:30])=[CH:25][CH:26]=[CH:27][CH:28]=1.C(N(CC)CC)C, predict the reaction product. The product is: [O:21]=[C:15]1[CH:14]([N:7]2[CH2:6][C:5]3[C:9](=[CH:10][CH:11]=[CH:12][C:4]=3[CH2:3][NH:2][C:22](=[O:31])[C:23]3[CH:28]=[CH:27][CH:26]=[CH:25][C:24]=3[O:29][CH3:30])[C:8]2=[O:13])[CH2:19][CH2:18][C:17](=[O:20])[NH:16]1.